From a dataset of Reaction yield outcomes from USPTO patents with 853,638 reactions. Predict the reaction yield, written as a fraction of the theoretical maximum amount of product (1.0 means a 100% yield; for example, 0.34 means a 34% yield). (1) The catalyst is C1COCC1.O. The yield is 0.900. The product is [CH3:31][C:30]([O:29][C:27]([N:19]1[C@@H:15]([C:12]2[CH:11]=[CH:10][C:9]([O:8][CH2:7][C:1]3[CH:2]=[CH:3][CH:4]=[CH:5][CH:6]=3)=[CH:14][CH:13]=2)[CH2:16][CH2:17][C@H:18]1[C:20]([OH:22])=[O:21])=[O:26])([CH3:33])[CH3:32]. The reactants are [C:1]1([CH2:7][O:8][C:9]2[CH:14]=[CH:13][C:12]([C@@H:15]3[NH:19][C@H:18]([C:20]([O:22]C)=[O:21])[CH2:17][CH2:16]3)=[CH:11][CH:10]=2)[CH:6]=[CH:5][CH:4]=[CH:3][CH:2]=1.CO.[O:26](C(OC(C)(C)C)=O)[C:27]([O:29][C:30]([CH3:33])([CH3:32])[CH3:31])=O. (2) The reactants are Br[C:2]1[CH:3]=[C:4]([O:15][CH3:16])[C:5]2[NH:10][C:9](=[O:11])[O:8][C:7]([CH3:13])([CH3:12])[C:6]=2[CH:14]=1.B1(B2OC(C)(C)C(C)(C)O2)OC(C)(C)C(C)(C)O1.C([O-])(=O)C.[K+].Br[C:41]1[CH:42]=[C:43]([CH:46]=[C:47]([F:49])[CH:48]=1)[C:44]#[N:45].C(=O)([O-])[O-].[Na+].[Na+]. The catalyst is CN(C=O)C.O.[Cl-].[Na+].O.C1C=CC(P(C2C=CC=CC=2)[C-]2C=CC=C2)=CC=1.C1C=CC(P(C2C=CC=CC=2)[C-]2C=CC=C2)=CC=1.Cl[Pd]Cl.[Fe+2].C(OCC)(=O)C. The product is [CH3:12][C:7]1([CH3:13])[C:6]2[CH:14]=[C:2]([C:41]3[CH:42]=[C:43]([CH:46]=[C:47]([F:49])[CH:48]=3)[C:44]#[N:45])[CH:3]=[C:4]([O:15][CH3:16])[C:5]=2[NH:10][C:9](=[O:11])[O:8]1. The yield is 0.330. (3) The reactants are [Cl:1][C:2]1[N:3]=[C:4]([C:15]2[CH:16]=[N:17][CH:18]=[CH:19][CH:20]=2)[S:5][C:6]=1[NH:7][C:8](=[O:14])[CH:9]([CH3:13])[CH2:10][S:11][CH3:12].[C:21](=O)([O-])[O-].[Cs+].[Cs+].IC.O. The catalyst is CN(C)C=O. The product is [Cl:1][C:2]1[N:3]=[C:4]([C:15]2[CH:16]=[N:17][CH:18]=[CH:19][CH:20]=2)[S:5][C:6]=1[N:7]([CH3:21])[C:8](=[O:14])[CH:9]([CH3:13])[CH2:10][S:11][CH3:12]. The yield is 0.890.